From a dataset of TCR-epitope binding with 47,182 pairs between 192 epitopes and 23,139 TCRs. Binary Classification. Given a T-cell receptor sequence (or CDR3 region) and an epitope sequence, predict whether binding occurs between them. (1) The epitope is YLQPRTFLL. The TCR CDR3 sequence is CANQDANTGELFF. Result: 1 (the TCR binds to the epitope). (2) The epitope is GTHWFVTQR. The TCR CDR3 sequence is CASSQGPGYNNSPLHF. Result: 1 (the TCR binds to the epitope). (3) The epitope is YLQPRTFLL. The TCR CDR3 sequence is CASSSDIEQFF. Result: 1 (the TCR binds to the epitope). (4) The epitope is IVTDFSVIK. The TCR CDR3 sequence is CASSSRSGYEQYF. Result: 1 (the TCR binds to the epitope). (5) The epitope is SGPLKAEIAQRLED. The TCR CDR3 sequence is CATSGHNRGSYEQYF. Result: 1 (the TCR binds to the epitope). (6) The epitope is FLASKIGRLV. Result: 0 (the TCR does not bind to the epitope). The TCR CDR3 sequence is CASSRTAGTYYNEQFF. (7) The epitope is SSTFNVPMEKLK. The TCR CDR3 sequence is CASSLVPSGTKNIQYF. Result: 0 (the TCR does not bind to the epitope).